The task is: Predict the product of the given reaction.. This data is from Forward reaction prediction with 1.9M reactions from USPTO patents (1976-2016). (1) Given the reactants [CH2:1]([O:8][C:9]1[CH:14]=[C:13]([O:15][CH2:16][C:17]2[CH:22]=[CH:21][CH:20]=[CH:19][CH:18]=2)[C:12]([CH:23]([CH3:25])[CH3:24])=[CH:11][C:10]=1[C:26]1[O:30][N:29]=[C:28]([C:31]([NH:33][CH2:34][CH3:35])=[O:32])[C:27]=1[C:36]1[N:40]=[C:39](C(Cl)(Cl)Cl)[O:38][N:37]=1)[C:2]1[CH:7]=[CH:6][CH:5]=[CH:4][CH:3]=1.[CH3:45][NH:46][CH3:47], predict the reaction product. The product is: [CH2:1]([O:8][C:9]1[CH:14]=[C:13]([O:15][CH2:16][C:17]2[CH:22]=[CH:21][CH:20]=[CH:19][CH:18]=2)[C:12]([CH:23]([CH3:25])[CH3:24])=[CH:11][C:10]=1[C:26]1[O:30][N:29]=[C:28]([C:31]([NH:33][CH2:34][CH3:35])=[O:32])[C:27]=1[C:36]1[N:40]=[C:39]([N:46]([CH3:47])[CH3:45])[O:38][N:37]=1)[C:2]1[CH:3]=[CH:4][CH:5]=[CH:6][CH:7]=1. (2) Given the reactants [Br:1][C:2]1[CH:3]=[C:4]([C:7]([NH:9][CH:10](O)[C:11]([Cl:14])([Cl:13])[Cl:12])=[O:8])[O:5][CH:6]=1.[N:16]([CH:19]1[CH2:26][CH2:25][CH2:24][CH2:23][CH2:22][CH2:21][CH2:20]1)=C=O, predict the reaction product. The product is: [Br:1][C:2]1[CH:3]=[C:4]([C:7]([NH:9][CH:10]([NH:16][CH:19]2[CH2:26][CH2:25][CH2:24][CH2:23][CH2:22][CH2:21][CH2:20]2)[C:11]([Cl:14])([Cl:13])[Cl:12])=[O:8])[O:5][CH:6]=1. (3) Given the reactants [N:1]1[C:10]2[C:5](=[CH:6][CH:7]=[CH:8][CH:9]=2)[CH:4]=[C:3]([CH2:11][S:12]([CH2:15][C@@H:16]([N:20]([OH:23])[CH:21]=[O:22])[CH2:17][O:18][CH3:19])(=[O:14])=[O:13])[CH:2]=1.N1C2C(=CC=CC=2)C=C(CS(C[C@@H](NO)COC)(=O)=O)C=1, predict the reaction product. The product is: [N:1]1[C:10]2[C:5](=[CH:6][CH:7]=[CH:8][CH:9]=2)[CH:4]=[C:3]([CH2:11][S:12]([CH2:15][C@@H:16]([N:20]([OH:23])[CH:21]=[O:22])[CH2:17][O:18][CH3:19])(=[O:14])=[O:13])[CH:2]=1. (4) The product is: [NH:8]1[CH2:13][CH2:12][CH2:11][C@@H:10]([CH2:14][C:15]([O:17][CH2:18][CH3:19])=[O:16])[CH2:9]1. Given the reactants C(OC([N:8]1[CH2:13][CH2:12][CH2:11][C@@H:10]([CH2:14][C:15]([O:17][CH2:18][CH3:19])=[O:16])[CH2:9]1)=O)(C)(C)C.FC(F)(F)C(O)=O, predict the reaction product. (5) Given the reactants [Cl:1][C:2]1[C:7]2[C:8]([I:11])=[N:9][NH:10][C:6]=2[CH:5]=[CH:4][N:3]=1.[OH-].[K+].[CH2:14](Br)[C:15]1[CH:20]=[CH:19][CH:18]=[CH:17][CH:16]=1.C(=O)([O-])O.[Na+], predict the reaction product. The product is: [CH2:14]([N:10]1[C:6]2[CH:5]=[CH:4][N:3]=[C:2]([Cl:1])[C:7]=2[C:8]([I:11])=[N:9]1)[C:15]1[CH:20]=[CH:19][CH:18]=[CH:17][CH:16]=1. (6) Given the reactants [NH2:1][C:2]([C:4]1[N:8]2[CH2:9][CH2:10][N:11]([C:13]([O:15][C:16]([CH3:19])([CH3:18])[CH3:17])=[O:14])[CH2:12][C:7]2=[N:6][N:5]=1)=O.COC1C=CC(P2(SP(C3C=CC(OC)=CC=3)(=S)S2)=[S:29])=CC=1, predict the reaction product. The product is: [NH2:1][C:2]([C:4]1[N:8]2[CH2:9][CH2:10][N:11]([C:13]([O:15][C:16]([CH3:19])([CH3:18])[CH3:17])=[O:14])[CH2:12][C:7]2=[N:6][N:5]=1)=[S:29]. (7) Given the reactants [CH2:1]([O:3][C:4]([C:6]1[C:7]([CH3:26])=[C:8]([C:19]([O:21][C:22]([CH3:25])([CH3:24])[CH3:23])=[O:20])[NH:9][C:10]=1[CH2:11][CH2:12][CH2:13]OS(C)(=O)=O)=[O:5])[CH3:2].C(OCC)(=O)C.CO.[N:35]1([CH2:40][CH2:41][NH2:42])[CH2:39][CH2:38][CH2:37][CH2:36]1, predict the reaction product. The product is: [CH2:1]([O:3][C:4]([C:6]1[C:7]([CH3:26])=[C:8]([C:19]([O:21][C:22]([CH3:25])([CH3:24])[CH3:23])=[O:20])[NH:9][C:10]=1[CH2:11][CH2:12][CH2:13][NH:42][CH2:41][CH2:40][N:35]1[CH2:39][CH2:38][CH2:37][CH2:36]1)=[O:5])[CH3:2]. (8) Given the reactants [NH2:1][C:2]1[CH:3]=[CH:4][C:5]([CH3:21])=[C:6]([C:8]2[CH:13]=[CH:12][C:11]([C:14]([NH:16][CH2:17][CH:18]3[CH2:20][CH2:19]3)=[O:15])=[CH:10][CH:9]=2)[CH:7]=1.[NH2:22][C:23]1[CH:24]=[C:25]([CH:29]=[CH:30][N:31]=1)[C:26](O)=[O:27], predict the reaction product. The product is: [NH2:22][C:23]1[CH:24]=[C:25]([CH:29]=[CH:30][N:31]=1)[C:26]([NH:1][C:2]1[CH:7]=[C:6]([C:8]2[CH:13]=[CH:12][C:11]([C:14]([NH:16][CH2:17][CH:18]3[CH2:20][CH2:19]3)=[O:15])=[CH:10][CH:9]=2)[C:5]([CH3:21])=[CH:4][CH:3]=1)=[O:27]. (9) Given the reactants [Cl:1][C:2]1[CH:3]=[C:4]([CH3:29])[C:5]2[N:10]=[C:9]([C:11]3[N:15]([C:16]4[C:21]([Cl:22])=[CH:20][CH:19]=[CH:18][N:17]=4)[N:14]=[C:13]([C:23]([F:26])([F:25])[F:24])[CH:12]=3)[O:8][C:7](=[O:27])[C:6]=2[CH:28]=1.O.[NH2:31][NH2:32].O1CCCC1.O, predict the reaction product. The product is: [Cl:1][C:2]1[CH:3]=[C:4]([CH3:29])[C:5]([NH:10][C:9]([C:11]2[N:15]([C:16]3[C:21]([Cl:22])=[CH:20][CH:19]=[CH:18][N:17]=3)[N:14]=[C:13]([C:23]([F:26])([F:25])[F:24])[CH:12]=2)=[O:8])=[C:6]([C:7]([NH:31][NH2:32])=[O:27])[CH:28]=1. (10) Given the reactants [OH:1][C:2]1[N:7]=[C:6]([C:8]([O:10][CH3:11])=[O:9])[CH:5]=[CH:4][CH:3]=1.[H-].[Na+].[Br-].[Li+].[Cl:16][C:17]1[CH:24]=[CH:23][C:20]([CH2:21]Br)=[CH:19][CH:18]=1, predict the reaction product. The product is: [Cl:16][C:17]1[CH:24]=[CH:23][C:20]([CH2:21][N:7]2[C:2](=[O:1])[CH:3]=[CH:4][CH:5]=[C:6]2[C:8]([O:10][CH3:11])=[O:9])=[CH:19][CH:18]=1.[Cl:16][C:17]1[CH:24]=[CH:23][C:20]([CH2:21][O:1][C:2]2[N:7]=[C:6]([C:8]([O:10][CH3:11])=[O:9])[CH:5]=[CH:4][CH:3]=2)=[CH:19][CH:18]=1.